This data is from Forward reaction prediction with 1.9M reactions from USPTO patents (1976-2016). The task is: Predict the product of the given reaction. (1) Given the reactants CN(CC)C.C([O-])([O-])=O.[K+].[K+].[NH:12]1[CH2:16][CH2:15][CH2:14][C:13]1=[O:17].Br[C:19]1[CH:24]=[CH:23][C:22]([CH2:25][CH2:26][OH:27])=[CH:21][CH:20]=1, predict the reaction product. The product is: [OH:27][CH2:26][CH2:25][C:22]1[CH:23]=[CH:24][C:19]([N:12]2[CH2:16][CH2:15][CH2:14][C:13]2=[O:17])=[CH:20][CH:21]=1. (2) Given the reactants C([O:4][CH2:5][C:6]1[C:11]([C:12]2[CH:17]=[C:16]([NH:18][C:19]3[CH:24]=[CH:23][C:22]([N:25]4[CH2:30][CH2:29][N:28]([CH:31]([CH3:33])[CH3:32])[CH2:27][CH2:26]4)=[CH:21][N:20]=3)[C:15](=[O:34])[N:14]([CH3:35])[N:13]=2)=[CH:10][CH:9]=[CH:8][C:7]=1[N:36]1[N:45]=[CH:44][C:43]2[C:38](=[C:39]([F:50])[CH:40]=[C:41]([C:46]([CH3:49])([CH3:48])[CH3:47])[CH:42]=2)[C:37]1=[O:51])(=O)C.[OH-].[Na+].C(Cl)[Cl:55], predict the reaction product. The product is: [ClH:55].[C:46]([C:41]1[CH:42]=[C:43]2[C:38](=[C:39]([F:50])[CH:40]=1)[C:37](=[O:51])[N:36]([C:7]1[CH:8]=[CH:9][CH:10]=[C:11]([C:12]3[CH:17]=[C:16]([NH:18][C:19]4[CH:24]=[CH:23][C:22]([N:25]5[CH2:26][CH2:27][N:28]([CH:31]([CH3:32])[CH3:33])[CH2:29][CH2:30]5)=[CH:21][N:20]=4)[C:15](=[O:34])[N:14]([CH3:35])[N:13]=3)[C:6]=1[CH2:5][OH:4])[N:45]=[CH:44]2)([CH3:48])([CH3:49])[CH3:47]. (3) Given the reactants [CH3:1][CH2:2][O:3][C:4]([C@H:6]1[CH2:10][CH2:9][C:8](=[O:11])[N:7]1[C:12]([O:14][C:15]([CH3:18])([CH3:17])[CH3:16])=[O:13])=[O:5].[F:19][C:20]1[CH:25]=[C:24]([F:26])[CH:23]=[C:22]([F:27])[C:21]=1[Mg]Br.[Cl-].[NH4+].C(OCC)(=O)C, predict the reaction product. The product is: [C:15]([O:14][C:12]([NH:7][C@H:6]([CH2:10][CH2:9][C:8](=[O:11])[C:21]1[C:20]([F:19])=[CH:25][C:24]([F:26])=[CH:23][C:22]=1[F:27])[C:4]([O:3][CH2:2][CH3:1])=[O:5])=[O:13])([CH3:18])([CH3:17])[CH3:16]. (4) Given the reactants [CH2:1]([CH:9]([CH2:16][CH2:17][CH2:18][CH2:19][CH2:20][CH2:21][CH2:22][CH2:23][CH2:24][CH3:25])[CH2:10][C:11]1[CH:15]=[CH:14][Se:13][CH:12]=1)[CH2:2][CH2:3][CH2:4][CH2:5][CH2:6][CH2:7][CH3:8].C([N-]C(C)C)(C)C.[Li+].[CH2:34]([Sn:38](Cl)([CH2:43][CH2:44][CH2:45][CH3:46])[CH2:39][CH2:40][CH2:41][CH3:42])[CH2:35][CH2:36][CH3:37].[F-].[K+], predict the reaction product. The product is: [CH2:43]([Sn:38]([CH2:34][CH2:35][CH2:36][CH3:37])([CH2:39][CH2:40][CH2:41][CH3:42])[C:14]1[Se:13][CH:12]=[C:11]([CH2:10][CH:9]([CH2:1][CH2:2][CH2:3][CH2:4][CH2:5][CH2:6][CH2:7][CH3:8])[CH2:16][CH2:17][CH2:18][CH2:19][CH2:20][CH2:21][CH2:22][CH2:23][CH2:24][CH3:25])[CH:15]=1)[CH2:44][CH2:45][CH3:46]. (5) Given the reactants [CH3:1][O:2][C:3](=[O:25])[CH2:4][C:5]1[CH:6]=[C:7]([C:13]2[CH:18]=[CH:17][C:16]([C:19]([F:22])([F:21])[F:20])=[CH:15][C:14]=2[CH:23]=O)[C:8]([O:11][CH3:12])=[CH:9][CH:10]=1.CN.[C:28]([BH3-])#[N:29].[Na+].C([O-])(O)=O.[Na+], predict the reaction product. The product is: [CH3:1][O:2][C:3](=[O:25])[CH2:4][C:5]1[CH:6]=[C:7]([C:13]2[CH:18]=[CH:17][C:16]([C:19]([F:22])([F:21])[F:20])=[CH:15][C:14]=2[CH2:23][NH:29][CH3:28])[C:8]([O:11][CH3:12])=[CH:9][CH:10]=1. (6) Given the reactants [OH:1][C:2]1[C:7]([O:8][CH3:9])=[CH:6][C:5]([CH2:10][C:11]([OH:13])=[O:12])=[CH:4][C:3]=1[O:14][CH3:15].[CH3:16]O.S(=O)(=O)(O)O, predict the reaction product. The product is: [CH3:16][O:12][C:11](=[O:13])[CH2:10][C:5]1[CH:4]=[C:3]([O:14][CH3:15])[C:2]([OH:1])=[C:7]([O:8][CH3:9])[CH:6]=1. (7) Given the reactants FC(F)(F)S(O[C:7]1[C:12]2[O:13][CH:14]([CH2:17][O:18][S:19]([C:22]3[CH:27]=[CH:26][C:25]([CH3:28])=[CH:24][CH:23]=3)(=[O:21])=[O:20])[CH2:15][O:16][C:11]=2[CH:10]=[CH:9][CH:8]=1)(=O)=O.[F:31][C:32]1[C:37]([F:38])=[CH:36][CH:35]=[CH:34][C:33]=1B(O)O, predict the reaction product. The product is: [F:31][C:32]1[C:37]([F:38])=[CH:36][CH:35]=[CH:34][C:33]=1[C:7]1[C:12]2[O:13][CH:14]([CH2:17][O:18][S:19]([C:22]3[CH:27]=[CH:26][C:25]([CH3:28])=[CH:24][CH:23]=3)(=[O:21])=[O:20])[CH2:15][O:16][C:11]=2[CH:10]=[CH:9][CH:8]=1.